Dataset: Forward reaction prediction with 1.9M reactions from USPTO patents (1976-2016). Task: Predict the product of the given reaction. (1) Given the reactants [CH2:1]1[CH2:5]O[CH2:3][CH2:2]1.Br[C:7]1[C:8]([CH3:25])=[C:9]([C:15]2[CH:20]=[CH:19][C:18]([C:21]([F:24])([F:23])[F:22])=[CH:17][CH:16]=2)[C:10]([CH3:14])=[CH:11][C:12]=1[CH3:13].Cl[P:27]([C:32]([CH3:35])([CH3:34])[CH3:33])[C:28]([CH3:31])([CH3:30])[CH3:29].[NH4+].[OH-].[C:38](OCC)(=O)[CH3:39], predict the reaction product. The product is: [C:28]([P:27]([C:32]([CH3:35])([CH3:34])[CH3:33])[C:1]1[CH:5]=[CH:39][CH:38]=[CH:3][C:2]=1[C:11]1[C:12]([CH3:13])=[CH:7][C:8]([CH3:25])=[C:9]([C:15]2[CH:20]=[CH:19][C:18]([C:21]([F:24])([F:23])[F:22])=[CH:17][CH:16]=2)[C:10]=1[CH3:14])([CH3:31])([CH3:30])[CH3:29]. (2) The product is: [F:33][C:32]1[CH:31]=[C:30]([CH2:34][CH2:35][C:36]([OH:38])=[O:37])[CH:29]=[C:28]([F:41])[C:27]=1[O:5][CH2:6][C:7]1[C:8]([C:16]2[CH:21]=[CH:20][C:19]([C:22]([F:25])([F:24])[F:23])=[CH:18][CH:17]=2)=[N:9][S:10][C:11]=1[C:12]([F:15])([F:14])[F:13]. Given the reactants CS([O:5][CH2:6][C:7]1[C:8]([C:16]2[CH:21]=[CH:20][C:19]([C:22]([F:25])([F:24])[F:23])=[CH:18][CH:17]=2)=[N:9][S:10][C:11]=1[C:12]([F:15])([F:14])[F:13])(=O)=O.O[C:27]1[C:32]([F:33])=[CH:31][C:30]([CH2:34][CH2:35][C:36]([O:38]CC)=[O:37])=[CH:29][C:28]=1[F:41], predict the reaction product. (3) Given the reactants [Br:1][C:2]1[CH:3]=[CH:4][C:5]([NH:8][C:9](=[O:21])[C:10]2[CH:15]=[C:14](F)[C:13]([F:17])=[CH:12][C:11]=2[N+:18]([O-:20])=[O:19])=[N:6][CH:7]=1.[SH:22][C:23]1[N:24]([CH3:28])[CH:25]=[CH:26][N:27]=1.C(N(CC)CC)C, predict the reaction product. The product is: [Br:1][C:2]1[CH:3]=[CH:4][C:5]([NH:8][C:9](=[O:21])[C:10]2[CH:15]=[C:14]([S:22][C:23]3[N:24]([CH3:28])[CH:25]=[CH:26][N:27]=3)[C:13]([F:17])=[CH:12][C:11]=2[N+:18]([O-:20])=[O:19])=[N:6][CH:7]=1. (4) Given the reactants [Cl:1][C:2]1[CH:3]=[C:4]([N+:12]([O-:14])=[O:13])[C:5]([CH3:11])=[C:6]([CH:10]=1)[C:7]([OH:9])=[O:8].[C:15](=O)([O-])[O-].[Na+].[Na+].CI.O, predict the reaction product. The product is: [Cl:1][C:2]1[CH:3]=[C:4]([N+:12]([O-:14])=[O:13])[C:5]([CH3:11])=[C:6]([CH:10]=1)[C:7]([O:9][CH3:15])=[O:8]. (5) Given the reactants [CH2:1]([C:3]1[CH:8]=[C:7]([C:9]2[O:10][C:11]([C:14]3[CH:19]=[C:18]([CH3:20])[CH:17]=[C:16]([CH2:21][N:22]([CH2:24][CH3:25])[CH3:23])[CH:15]=3)=[N:12][N:13]=2)[CH:6]=[C:5]([CH3:26])[C:4]=1[OH:27])[CH3:2].[CH2:28]([C@@H:30]1[O:32][CH2:31]1)Cl.[NH3:33], predict the reaction product. The product is: [NH2:33][CH2:28][C@H:30]([OH:32])[CH2:31][O:27][C:4]1[C:5]([CH3:26])=[CH:6][C:7]([C:9]2[O:10][C:11]([C:14]3[CH:19]=[C:18]([CH3:20])[CH:17]=[C:16]([CH2:21][N:22]([CH2:24][CH3:25])[CH3:23])[CH:15]=3)=[N:12][N:13]=2)=[CH:8][C:3]=1[CH2:1][CH3:2]. (6) Given the reactants [SH:1][C:2]1[N:6]=[CH:5][NH:4][N:3]=1.[Br:7][C:8]1[CH:13]=[CH:12][CH:11]=[C:10](Br)[N:9]=1.C(=O)([O-])[O-].[K+].[K+], predict the reaction product. The product is: [Br:7][C:8]1[N:9]=[C:10]([S:1][C:2]2[N:6]=[CH:5][NH:4][N:3]=2)[CH:11]=[CH:12][CH:13]=1.